From a dataset of Catalyst prediction with 721,799 reactions and 888 catalyst types from USPTO. Predict which catalyst facilitates the given reaction. (1) Reactant: O.[NH2:2][NH2:3].[CH3:4][O:5][C:6]1[CH:13]=[CH:12][CH:11]=[C:10]([O:14][CH3:15])[C:7]=1[CH:8]=O. Product: [CH3:4][O:5][C:6]1[CH:13]=[CH:12][CH:11]=[C:10]([O:14][CH3:15])[C:7]=1[CH:8]=[N:2][NH2:3]. The catalyst class is: 5. (2) Reactant: [CH3:1][C:2]1[C:38]([C:39]([F:42])([F:41])[F:40])=[CH:37][CH:36]=[CH:35][C:3]=1[CH2:4][N:5]1[C:10](=[O:11])[C:9]([C:12]([NH:14][C@H:15]([C:17]([O:19]C)=[O:18])[CH3:16])=[O:13])=[CH:8][N:7]([C:21]2[CH:22]=[C:23]3[C:27](=[CH:28][CH:29]=2)[N:26]([CH3:30])[C:25](=[O:31])[C:24]3([CH3:33])[CH3:32])[C:6]1=[O:34].Cl. Product: [CH3:1][C:2]1[C:38]([C:39]([F:42])([F:40])[F:41])=[CH:37][CH:36]=[CH:35][C:3]=1[CH2:4][N:5]1[C:10](=[O:11])[C:9]([C:12]([NH:14][C@H:15]([C:17]([OH:19])=[O:18])[CH3:16])=[O:13])=[CH:8][N:7]([C:21]2[CH:22]=[C:23]3[C:27](=[CH:28][CH:29]=2)[N:26]([CH3:30])[C:25](=[O:31])[C:24]3([CH3:33])[CH3:32])[C:6]1=[O:34]. The catalyst class is: 86. (3) Reactant: [OH:1][C@@H:2]([C:6]([O:19][CH3:20])([C:13]1[CH:18]=[CH:17][CH:16]=[CH:15][CH:14]=1)[C:7]1[CH:12]=[CH:11][CH:10]=[CH:9][CH:8]=1)[C:3]([O-:5])=[O:4].Cl[C@H](C1C=CC(Cl)=CC=1)C[NH3+].CC(C)([O-])C.[Na+].[CH3:38][C:39]1[CH:44]=[C:43]([CH3:45])[N:42]=[C:41](S(C)(=O)=O)[N:40]=1.O. Product: [CH3:45][C:43]1[CH:44]=[C:39]([CH3:38])[N:40]=[C:41]([O:1][C@@H:2]([C:6]([O:19][CH3:20])([C:7]2[CH:12]=[CH:11][CH:10]=[CH:9][CH:8]=2)[C:13]2[CH:18]=[CH:17][CH:16]=[CH:15][CH:14]=2)[C:3]([OH:5])=[O:4])[N:42]=1. The catalyst class is: 3. (4) Reactant: C(OC([N:8]1[CH2:12][C@H:11]([CH2:13][C:14]2[CH:19]=[CH:18][CH:17]=[CH:16][CH:15]=2)[CH2:10][C@H:9]1[C:20]([N:22]1[CH2:28][CH2:27][CH2:26][N:25]([CH:29]2[CH2:32][CH2:31][CH2:30]2)[CH2:24][CH2:23]1)=[O:21])=O)(C)(C)C.C(O)(C(F)(F)F)=O. Product: [CH2:13]([C@H:11]1[CH2:12][NH:8][C@H:9]([C:20]([N:22]2[CH2:28][CH2:27][CH2:26][N:25]([CH:29]3[CH2:32][CH2:31][CH2:30]3)[CH2:24][CH2:23]2)=[O:21])[CH2:10]1)[C:14]1[CH:15]=[CH:16][CH:17]=[CH:18][CH:19]=1. The catalyst class is: 2. (5) Reactant: Cl[C:2]1[C:7]([N+:8]([O-:10])=[O:9])=[CH:6][CH:5]=[C:4]([Cl:11])[N:3]=1.C(=O)([O-])[O-].[Na+].[Na+].[CH3:18][NH2:19].CO. Product: [Cl:11][C:4]1[N:3]=[C:2]([NH:19][CH3:18])[C:7]([N+:8]([O-:10])=[O:9])=[CH:6][CH:5]=1. The catalyst class is: 8. (6) Product: [CH2:1]([O:4][C:5]([NH:7][C@H:8]([C:48]([NH:50][CH2:51][CH2:52][CH2:53][CH2:54][O:55][C:56]1[CH:65]=[CH:64][CH:63]=[C:62]([OH:66])[C:57]=1[C:58]([O:60][CH3:61])=[O:59])=[O:49])[CH2:9][C:10]1[CH:11]=[CH:12][C:13]([N:16]([C:17]([C:18]([OH:20])=[O:19])=[O:25])[C:26]2[CH:31]=[CH:30][CH:29]=[CH:28][C:27]=2[C:32]([OH:34])=[O:33])=[CH:14][CH:15]=1)=[O:6])[CH:2]=[CH2:3]. Reactant: [CH2:1]([O:4][C:5]([NH:7][C@H:8]([C:48]([NH:50][CH2:51][CH2:52][CH2:53][CH2:54][O:55][C:56]1[CH:65]=[CH:64][CH:63]=[C:62]([OH:66])[C:57]=1[C:58]([O:60][CH3:61])=[O:59])=[O:49])[CH2:9][C:10]1[CH:15]=[CH:14][C:13]([N:16]([C:26]2[CH:31]=[CH:30][CH:29]=[CH:28][C:27]=2[C:32]([O:34]C(C2C=CC=CC=2)C2C=CC=CC=2)=[O:33])[C:17](=[O:25])[C:18]([O:20]C(C)(C)C)=[O:19])=[CH:12][CH:11]=1)=[O:6])[CH:2]=[CH2:3].C1(C=CC=C(O)C=1)O.FC(F)(F)C(O)=O. The catalyst class is: 2.